Dataset: Clinical trial toxicity outcomes and FDA approval status for drugs. Task: Regression/Classification. Given a drug SMILES string, predict its toxicity properties. Task type varies by dataset: regression for continuous values (e.g., LD50, hERG inhibition percentage) or binary classification for toxic/non-toxic outcomes (e.g., AMES mutagenicity, cardiotoxicity, hepatotoxicity). Dataset: clintox. (1) The molecule is Cl.Nc1ccn([C@@H]2O[C@H](CO)[C@@H](O)C2(F)F)c(=O)n1. The result is 1 (failed clinical trial for toxicity). (2) The molecule is CCN1CC(CC[NH+]2CCOCC2)C(c2ccccc2)(c2ccccc2)C1=O. The result is 0 (passed clinical trial). (3) The drug is Cn1c(CCCC(=O)[O-])nc2cc(N(CCCl)CCCl)ccc21. The result is 0 (passed clinical trial). (4) The compound is C[NH+]1CCN(C(c2ccccc2)c2ccccc2)CC1. The result is 0 (passed clinical trial). (5) The compound is Cc1ccc(/C(=C\C[NH+]2CCCC2)c2ccccn2)cc1. The result is 0 (passed clinical trial). (6) The drug is O=NN(CCCl)C(=O)NC1CCCCC1. The result is 0 (passed clinical trial). (7) The drug is CCOc1ccc2nc(S(N)(=O)=O)sc2c1. The result is 0 (passed clinical trial). (8) The result is 0 (passed clinical trial). The compound is O=C(CCS)N1CCc2c([nH]c3ccccc23)C1. (9) The molecule is COc1c2occc2cc2ccc(=O)oc12. The result is 0 (passed clinical trial).